From a dataset of Full USPTO retrosynthesis dataset with 1.9M reactions from patents (1976-2016). Predict the reactants needed to synthesize the given product. (1) Given the product [CH:1]([C:3]1[S:7][C:6]([C:8]([O:10][CH3:11])=[O:9])=[CH:5][CH:4]=1)=[O:2], predict the reactants needed to synthesize it. The reactants are: [CH:1]([C:3]1[S:7][C:6]([C:8]([OH:10])=[O:9])=[CH:5][CH:4]=1)=[O:2].[C:11](=O)([O-])[O-].[Na+].[Na+].IC. (2) Given the product [CH2:18]([S:17][C:12]1[CH:13]=[CH:14][CH:15]=[CH:16][C:11]=1[C:9]1[N:10]=[C:5]([NH:2][NH2:3])[C:6]2[N:23]=[CH:22][C:21]([C:24]([F:27])([F:26])[F:25])=[CH:20][C:7]=2[N:8]=1)[CH3:19], predict the reactants needed to synthesize it. The reactants are: O.[NH2:2][NH2:3].Cl[C:5]1[C:6]2[N:23]=[CH:22][C:21]([C:24]([F:27])([F:26])[F:25])=[CH:20][C:7]=2[N:8]=[C:9]([C:11]2[CH:16]=[CH:15][CH:14]=[CH:13][C:12]=2[S:17][CH2:18][CH3:19])[N:10]=1.C(=O)(O)[O-].[Na+]. (3) Given the product [CH:43]1[C:44]2[CH:32]([CH2:31][O:30][C:28](=[O:29])[NH:27][C@H:12]([C:13](=[O:26])[NH:14][CH2:15][CH2:16][C:17]3[C:25]4[C:20](=[CH:21][CH:22]=[CH:23][CH:24]=4)[NH:19][CH:18]=3)[CH2:11][CH2:10][CH2:9][CH2:8][NH2:7])[C:33]3[C:38](=[CH:37][CH:36]=[CH:35][CH:34]=3)[C:39]=2[CH:40]=[CH:41][CH:42]=1, predict the reactants needed to synthesize it. The reactants are: C(OC(=O)[NH:7][CH2:8][CH2:9][CH2:10][CH2:11][C@H:12]([NH:27][C:28]([O:30][CH2:31][CH:32]1[C:44]2[CH:43]=[CH:42][CH:41]=[CH:40][C:39]=2[C:38]2[C:33]1=[CH:34][CH:35]=[CH:36][CH:37]=2)=[O:29])[C:13](=[O:26])[NH:14][CH2:15][CH2:16][C:17]1[C:25]2[C:20](=[CH:21][CH:22]=[CH:23][CH:24]=2)[NH:19][CH:18]=1)(C)(C)C.C(OC(=O)NCCCC[C@H](N)C(=O)NC1C=CC(C)=CC=1)(C)(C)C. (4) Given the product [CH3:10][C:11]1[N:12]=[C:13]([NH:19][C:2]2[CH:7]=[C:6]([Cl:8])[N:5]=[C:4]([CH3:9])[N:3]=2)[S:14][C:15]=1[C:16]([OH:18])=[O:17], predict the reactants needed to synthesize it. The reactants are: Cl[C:2]1[CH:7]=[C:6]([Cl:8])[N:5]=[C:4]([CH3:9])[N:3]=1.[CH3:10][C:11]1[N:12]=[C:13]([NH2:19])[S:14][C:15]=1[C:16]([OH:18])=[O:17].[H-].[Na+].Cl. (5) The reactants are: [N:1]1([CH2:6][CH2:7][O:8][C:9]2[CH:10]=[CH:11][C:12]3[O:16][C:15]([C:17]([OH:19])=O)=[CH:14][C:13]=3[CH:20]=2)[CH2:5][CH2:4][CH2:3][CH2:2]1.Cl.[CH3:22][O:23][C:24](=[O:35])[C:25]1[CH:30]=[CH:29][C:28]([O:31][CH2:32][CH2:33][NH2:34])=[CH:27][CH:26]=1.C(N(C(C)C)CC)(C)C. Given the product [CH3:22][O:23][C:24](=[O:35])[C:25]1[CH:26]=[CH:27][C:28]([O:31][CH2:32][CH2:33][NH:34][C:17]([C:15]2[O:16][C:12]3[CH:11]=[CH:10][C:9]([O:8][CH2:7][CH2:6][N:1]4[CH2:2][CH2:3][CH2:4][CH2:5]4)=[CH:20][C:13]=3[CH:14]=2)=[O:19])=[CH:29][CH:30]=1, predict the reactants needed to synthesize it. (6) Given the product [C:10]([C:4]([CH2:3][Si:2]([CH3:1])([CH3:12])[CH3:13])([CH2:17][C:18]([O:20][CH2:21][CH3:22])=[O:19])[C:5]([O:7][CH2:8][CH3:9])=[O:6])#[N:11], predict the reactants needed to synthesize it. The reactants are: [CH3:1][Si:2]([CH3:13])([CH3:12])[CH2:3][CH:4]([C:10]#[N:11])[C:5]([O:7][CH2:8][CH3:9])=[O:6].[H-].[Na+].Br[CH2:17][C:18]([O:20][CH2:21][CH3:22])=[O:19].[Cl-].[NH4+]. (7) Given the product [Cl:12][C:10]1[CH:9]=[N:8][C:6]2[N:7]=[C:2]([N:25]3[CH2:28][CH:27]([N:29]([CH3:37])[C:30](=[O:36])[O:31][C:32]([CH3:33])([CH3:34])[CH3:35])[CH2:26]3)[C:3]3[N:4]([N:13]=[C:14]([CH3:16])[N:15]=3)[C:5]=2[CH:11]=1, predict the reactants needed to synthesize it. The reactants are: Cl[C:2]1[C:3]2[N:4]([N:13]=[C:14]([CH3:16])[N:15]=2)[C:5]2[CH:11]=[C:10]([Cl:12])[CH:9]=[N:8][C:6]=2[N:7]=1.C(O)(C(F)(F)F)=O.Cl.[NH:25]1[CH2:28][CH:27]([N:29]([CH3:37])[C:30](=[O:36])[O:31][C:32]([CH3:35])([CH3:34])[CH3:33])[CH2:26]1.